Dataset: Catalyst prediction with 721,799 reactions and 888 catalyst types from USPTO. Task: Predict which catalyst facilitates the given reaction. (1) Reactant: [N:1]([CH:4]([CH3:25])[CH2:5][N:6]1[C:14]2[C:9](=[CH:10][CH:11]=[C:12]3[O:18][CH2:17][CH:16]([O:19]C(OCC)C)[CH2:15][C:13]3=2)[CH:8]=[N:7]1)=[N+:2]=[N-:3].Cl.C(=O)(O)[O-].[Na+]. Product: [N:1]([CH:4]([CH3:25])[CH2:5][N:6]1[C:14]2[C:9](=[CH:10][CH:11]=[C:12]3[O:18][CH2:17][CH:16]([OH:19])[CH2:15][C:13]3=2)[CH:8]=[N:7]1)=[N+:2]=[N-:3]. The catalyst class is: 1. (2) Reactant: Cl.C[N:3](C)CCCN=C=NCC.O.ON1C2C=CC=CC=2N=N1.N.[C:25]1(=[C:31]([C:43]2[CH:48]=[CH:47][C:46]([OH:49])=[CH:45][CH:44]=2)[C:32]2[CH:37]=[CH:36][C:35](/[CH:38]=[CH:39]/[C:40](O)=[O:41])=[CH:34][CH:33]=2)[CH2:30][CH2:29][CH2:28][CH2:27][CH2:26]1. Product: [C:25]1(=[C:31]([C:43]2[CH:48]=[CH:47][C:46]([OH:49])=[CH:45][CH:44]=2)[C:32]2[CH:37]=[CH:36][C:35](/[CH:38]=[CH:39]/[C:40]([NH2:3])=[O:41])=[CH:34][CH:33]=2)[CH2:30][CH2:29][CH2:28][CH2:27][CH2:26]1. The catalyst class is: 341. (3) The catalyst class is: 6. Product: [NH2:13][C:14]([C:26]1[CH:27]=[N:28][C:29]([Cl:32])=[CH:30][CH:31]=1)([CH3:25])[C:15]([C:17]1[CH:22]=[CH:21][C:20]([Cl:23])=[C:19]([F:24])[CH:18]=1)=[O:16]. Reactant: O1CCOCC1.C(OC(=O)[NH:13][C:14]([C:26]1[CH:27]=[N:28][C:29]([Cl:32])=[CH:30][CH:31]=1)([CH3:25])[C:15]([C:17]1[CH:22]=[CH:21][C:20]([Cl:23])=[C:19]([F:24])[CH:18]=1)=[O:16])(C)(C)C.Cl.O1CCOCC1. (4) Reactant: [H-].[Na+].[CH:3]([C:5]1[NH:6][CH:7]=[CH:8][CH:9]=1)=[O:4].[CH2:10](Br)[C:11]1[CH:16]=[CH:15][CH:14]=[CH:13][CH:12]=1. Product: [CH2:10]([N:6]1[CH:7]=[CH:8][CH:9]=[C:5]1[CH:3]=[O:4])[C:11]1[CH:16]=[CH:15][CH:14]=[CH:13][CH:12]=1. The catalyst class is: 3. (5) Reactant: [F:1][C:2]1[C:3]([O:13][CH3:14])=[C:4]([Si:9]([CH3:12])([CH3:11])[CH3:10])[C:5]([F:8])=[CH:6][CH:7]=1.[Cl:15]C(Cl)(F)C(Cl)(F)F. Product: [Cl:15][C:7]1[CH:6]=[C:5]([F:8])[C:4]([Si:9]([CH3:10])([CH3:12])[CH3:11])=[C:3]([O:13][CH3:14])[C:2]=1[F:1]. The catalyst class is: 1.